This data is from NCI-60 drug combinations with 297,098 pairs across 59 cell lines. The task is: Regression. Given two drug SMILES strings and cell line genomic features, predict the synergy score measuring deviation from expected non-interaction effect. Drug 1: CCCS(=O)(=O)NC1=C(C(=C(C=C1)F)C(=O)C2=CNC3=C2C=C(C=N3)C4=CC=C(C=C4)Cl)F. Drug 2: CNC(=O)C1=NC=CC(=C1)OC2=CC=C(C=C2)NC(=O)NC3=CC(=C(C=C3)Cl)C(F)(F)F. Cell line: 786-0. Synergy scores: CSS=14.4, Synergy_ZIP=-9.46, Synergy_Bliss=-3.90, Synergy_Loewe=-10.2, Synergy_HSA=-3.66.